Dataset: Forward reaction prediction with 1.9M reactions from USPTO patents (1976-2016). Task: Predict the product of the given reaction. (1) The product is: [N:4]1[C:9]2[NH:10][C:11]3[C:16]([C:8]=2[CH:7]=[CH:6][CH:5]=1)=[CH:15][C:14]([CH:17]([OH:18])[CH3:1])=[CH:13][CH:12]=3. Given the reactants [CH3:1][Mg]Br.[N:4]1[C:9]2[NH:10][C:11]3[C:16]([C:8]=2[CH:7]=[CH:6][CH:5]=1)=[CH:15][C:14]([CH:17]=[O:18])=[CH:13][CH:12]=3.[Cl-].[NH4+], predict the reaction product. (2) The product is: [CH3:20][CH:21]([CH3:37])[C:22]([NH:24][C:25]1[CH:30]=[CH:29][CH:28]=[C:27]([CH:31]2[CH2:36][CH2:35][N:34]([CH2:10][CH2:11][C:12](=[O:13])[C:14]3[CH:19]=[CH:18][CH:17]=[CH:16][CH:15]=3)[CH2:33][CH2:32]2)[CH:26]=1)=[O:23]. Given the reactants C([O-])([O-])=O.[K+].[K+].[Na+].[I-].Cl[CH2:10][CH2:11][C:12]([C:14]1[CH:19]=[CH:18][CH:17]=[CH:16][CH:15]=1)=[O:13].[CH3:20][CH:21]([CH3:37])[C:22]([NH:24][C:25]1[CH:30]=[CH:29][CH:28]=[C:27]([CH:31]2[CH2:36][CH2:35][NH:34][CH2:33][CH2:32]2)[CH:26]=1)=[O:23], predict the reaction product. (3) Given the reactants Br[C:2]1[CH:23]=[CH:22][C:5]([C:6]([NH:8][S:9]([C:12]2[CH:17]=[CH:16][CH:15]=[CH:14][C:13]=2[S:18](=[O:21])(=[O:20])[NH2:19])(=[O:11])=[O:10])=[O:7])=[CH:4][C:3]=1[O:24][CH2:25][CH2:26][C:27]([O:30][CH3:31])([CH3:29])[CH3:28].[C:32]([CH:34]1[CH2:36][CH2:35]1)#[CH:33], predict the reaction product. The product is: [CH:34]1([C:32]#[C:33][C:2]2[CH:23]=[CH:22][C:5]([C:6]([NH:8][S:9]([C:12]3[CH:17]=[CH:16][CH:15]=[CH:14][C:13]=3[S:18](=[O:21])(=[O:20])[NH2:19])(=[O:11])=[O:10])=[O:7])=[CH:4][C:3]=2[O:24][CH2:25][CH2:26][C:27]([O:30][CH3:31])([CH3:29])[CH3:28])[CH2:36][CH2:35]1. (4) Given the reactants C(OC(=O)[NH:10][CH2:11][CH2:12][NH:13][C:14](=[O:80])[CH2:15][C@@H:16]([NH:69]C(OCC1C=CC=CC=1)=O)[CH2:17][CH2:18][CH2:19][NH:20][C:21]([C@H:23]1[N:41]([CH2:42][CH3:43])[C:40](=[O:44])[C@H:39]([CH2:45][CH2:46][CH2:47][NH:48][C:49]([O:51][C:52]([CH3:55])([CH3:54])[CH3:53])=[O:50])[NH:38][C:37](=[O:56])[C@@H:36]([NH:57][C:58]([O:60][C:61]([CH3:64])([CH3:63])[CH3:62])=[O:59])[CH2:35][C:34]2[CH:65]=[C:30]([CH:31]=[CH:32][C:33]=2[OH:66])[C:29]2=[CH:67][C:25](=[C:26]([OH:68])[CH:27]=[CH:28]2)[CH2:24]1)=[O:22])C1C=CC=CC=1, predict the reaction product. The product is: [C:52]([O:51][C:49](=[O:50])[NH:48][CH2:47][CH2:46][CH2:45][C@@H:39]1[NH:38][C:37](=[O:56])[C@@H:36]([NH:57][C:58]([O:60][C:61]([CH3:64])([CH3:63])[CH3:62])=[O:59])[CH2:35][C:34]2[CH:65]=[C:30]([CH:31]=[CH:32][C:33]=2[OH:66])[C:29]2=[CH:67][C:25](=[C:26]([OH:68])[CH:27]=[CH:28]2)[CH2:24][C@@H:23]([C:21]([NH:20][CH2:19][CH2:18][CH2:17][C@H:16]([NH2:69])[CH2:15][C:14]([NH:13][CH2:12][CH2:11][NH2:10])=[O:80])=[O:22])[N:41]([CH2:42][CH3:43])[C:40]1=[O:44])([CH3:53])([CH3:54])[CH3:55]. (5) Given the reactants CCN(CC)CC.[NH2:8][C:9]1[CH:14]=[CH:13][CH:12]=[C:11]([CH2:15][C:16]([O:18][CH2:19][CH3:20])=[O:17])[N:10]=1.[Cl:21][C:22]1[CH:27]=[CH:26][CH:25]=[C:24]([F:28])[C:23]=1[C:29]1[C:33]([C:34](Cl)=[O:35])=[C:32]([CH3:37])[O:31][N:30]=1, predict the reaction product. The product is: [CH2:19]([O:18][C:16](=[O:17])[CH2:15][C:11]1[CH:12]=[CH:13][CH:14]=[C:9]([NH:8][C:34]([C:33]2[C:29]([C:23]3[C:24]([F:28])=[CH:25][CH:26]=[CH:27][C:22]=3[Cl:21])=[N:30][O:31][C:32]=2[CH3:37])=[O:35])[N:10]=1)[CH3:20]. (6) Given the reactants Cl[C:2]1[N:3]=[CH:4][C:5]2[N:10]=[N:9][N:8]([C:11]3[CH:16]=[CH:15][C:14]([O:17][CH3:18])=[CH:13][CH:12]=3)[C:6]=2[N:7]=1.Cl.[NH2:20][CH:21]1[CH2:25][N:24]([CH3:26])[C:23](=[O:27])[CH2:22]1.C(N(C(C)C)C(C)C)C, predict the reaction product. The product is: [CH3:18][O:17][C:14]1[CH:15]=[CH:16][C:11]([N:8]2[C:6]3[N:7]=[C:2]([NH:20][CH:21]4[CH2:25][N:24]([CH3:26])[C:23](=[O:27])[CH2:22]4)[N:3]=[CH:4][C:5]=3[N:10]=[N:9]2)=[CH:12][CH:13]=1. (7) Given the reactants [CH2:1]([C:3]1[O:7][C:6]([CH2:8][CH2:9][NH:10][C:11]([NH:13][C:14]2[S:15][C:16]([C:20]3[CH:25]=[CH:24][C:23]([S:26]([CH3:29])(=[O:28])=[O:27])=[C:22]([F:30])[CH:21]=3)=[C:17]([CH3:19])[N:18]=2)=[O:12])=[N:5]C=1)[CH3:2].C(C1OC(CCN)=NC=1)C.CC1N=C(CCN)OC=1.Cl.C(C1OC(CCN)=NC=1)C.NCC(O)CC.NC(C)CO, predict the reaction product. The product is: [F:30][C:22]1[CH:21]=[C:20]([C:16]2[S:15][C:14]([NH:13][C:11]([NH:10][CH2:9][CH2:8][C:6]3[O:7][CH:3]=[C:1]([CH3:2])[N:5]=3)=[O:12])=[N:18][C:17]=2[CH3:19])[CH:25]=[CH:24][C:23]=1[S:26]([CH3:29])(=[O:28])=[O:27]. (8) Given the reactants [OH:1][C@@H:2]([CH2:18][N:19]([C:24]1[CH:29]=[CH:28][C:27]([OH:30])=[CH:26][CH:25]=1)[CH2:20][CH:21]([CH3:23])[CH3:22])[CH2:3][O:4][C:5]1[C:17]2[C:16]3[C:11](=[CH:12][CH:13]=[CH:14][CH:15]=3)[NH:10][C:9]=2[CH:8]=[CH:7][CH:6]=1.[H-].[Na+].Br[CH2:34][C:35]#[N:36].O, predict the reaction product. The product is: [OH:1][C@@H:2]([CH2:18][N:19]([C:24]1[CH:29]=[CH:28][C:27]([O:30][CH2:34][C:35]#[N:36])=[CH:26][CH:25]=1)[CH2:20][CH:21]([CH3:23])[CH3:22])[CH2:3][O:4][C:5]1[C:17]2[C:16]3[C:11](=[CH:12][CH:13]=[CH:14][CH:15]=3)[NH:10][C:9]=2[CH:8]=[CH:7][CH:6]=1. (9) Given the reactants [F:1][C:2]1[CH:7]=[CH:6][C:5]([C:8]2[CH2:9][CH2:10][CH2:11][C:12]3[CH:25]=[C:24]([O:26][CH3:27])[CH:23]=[CH:22][C:13]=3[C:14]=2[C:15]#[C:16][CH2:17][CH2:18][CH2:19][CH2:20][OH:21])=[CH:4][C:3]=1[O:28][CH3:29], predict the reaction product. The product is: [F:1][C:2]1[CH:7]=[CH:6][C:5]([C:8]2[CH2:9][CH2:10][CH2:11][C:12]3[CH:25]=[C:24]([O:26][CH3:27])[CH:23]=[CH:22][C:13]=3[C:14]=2[CH2:15][CH2:16][CH2:17][CH2:18][CH2:19][CH2:20][OH:21])=[CH:4][C:3]=1[O:28][CH3:29]. (10) Given the reactants [Br:1][C:2]1[CH:7]=[CH:6][C:5]([OH:8])=[C:4]([CH3:9])[CH:3]=1.S(C1C=CC(C)=CC=1)(O[CH2:14][CH2:15][O:16][CH2:17][CH2:18][O:19][CH3:20])(=O)=O, predict the reaction product. The product is: [Br:1][C:2]1[CH:7]=[CH:6][C:5]([O:8][CH2:14][CH2:15][O:16][CH2:17][CH2:18][O:19][CH3:20])=[C:4]([CH3:9])[CH:3]=1.